Dataset: Reaction yield outcomes from USPTO patents with 853,638 reactions. Task: Predict the reaction yield, written as a fraction of the theoretical maximum amount of product (1.0 means a 100% yield; for example, 0.34 means a 34% yield). The reactants are Cl[C:2]1[CH:9]=[CH:8][C:5]([C:6]#[N:7])=[CH:4][CH:3]=1.[CH2:10]([NH:14][CH2:15][CH2:16][CH2:17][CH3:18])[CH2:11][CH2:12][CH3:13].[O-]P([O-])([O-])=O.[K+].[K+].[K+]. The catalyst is COCCOC.C1C=CC(/C=C/C(/C=C/C2C=CC=CC=2)=O)=CC=1.C1C=CC(/C=C/C(/C=C/C2C=CC=CC=2)=O)=CC=1.[Pd]. The product is [CH2:10]([N:14]([CH2:15][CH2:16][CH2:17][CH3:18])[C:2]1[CH:9]=[CH:8][C:5]([C:6]#[N:7])=[CH:4][CH:3]=1)[CH2:11][CH2:12][CH3:13]. The yield is 0.940.